From a dataset of Catalyst prediction with 721,799 reactions and 888 catalyst types from USPTO. Predict which catalyst facilitates the given reaction. (1) Reactant: C([Sn](CCCC)(CCCC)[C:6]1[S:10][CH:9]=[N:8][CH:7]=1)CCC.[Cl:19][C:20]1[CH:29]=[CH:28][C:27](I)=[CH:26][C:21]=1[C:22]([O:24][CH3:25])=[O:23]. Product: [Cl:19][C:20]1[CH:29]=[CH:28][C:27]([C:6]2[S:10][CH:9]=[N:8][CH:7]=2)=[CH:26][C:21]=1[C:22]([O:24][CH3:25])=[O:23]. The catalyst class is: 109. (2) Product: [CH:10]1[N:9]([C@@H:2]2[O:8][C@H:5]([CH2:6][OH:7])[CH2:4][CH2:3]2)[C:18]2[N:17]=[CH:16][NH:15][C:13](=[O:14])[C:12]=2[N:11]=1. Reactant: [Na].[C@@H:2]1([N:9]2[C:18]3[N:17]=[CH:16][N:15]=[C:13]([OH:14])[C:12]=3[N:11]=[CH:10]2)[O:8][C@H:5]([CH2:6][OH:7])[CH:4]=[CH:3]1.[H][H]. The catalyst class is: 769. (3) Reactant: C(N(CC)CC)C.[NH2:8][CH2:9][C:10]([NH2:13])([CH3:12])[CH3:11].[CH2:14]([O:21][C:22]1[CH:31]=[C:30]2[C:25]([C:26](Cl)=[C:27]([N+:32]([O-:34])=[O:33])[CH:28]=[N:29]2)=[CH:24][CH:23]=1)[C:15]1[CH:20]=[CH:19][CH:18]=[CH:17][CH:16]=1. Product: [NH2:13][C:10]([CH3:12])([CH3:11])[CH2:9][NH:8][C:26]1[C:25]2[C:30](=[CH:31][C:22]([O:21][CH2:14][C:15]3[CH:20]=[CH:19][CH:18]=[CH:17][CH:16]=3)=[CH:23][CH:24]=2)[N:29]=[CH:28][C:27]=1[N+:32]([O-:34])=[O:33]. The catalyst class is: 4. (4) The catalyst class is: 86. Product: [OH:19][C:18]1[N:20]=[C:10]([CH3:11])[C:9]([CH3:13])=[CH:8][C:17]=1[C:15]#[N:16]. Reactant: N1CCCCC1.O[CH:8]=[C:9]([CH3:13])[C:10](=O)[CH3:11].[Na].[C:15]([CH2:17][C:18]([NH2:20])=[O:19])#[N:16]. (5) Reactant: [CH:1]([C:3]1[C:12]2[C:7](=[CH:8][CH:9]=[CH:10][CH:11]=2)[N:6]=[C:5]([C:13]([NH:15][C@H:16]2[CH2:21][CH2:20][CH2:19][CH2:18][C@@H:17]2[OH:22])=[O:14])[CH:4]=1)=O.[Cl-].[C:24]([C:26]1([C:32]2[CH:37]=[CH:36][N:35]=[CH:34][CH:33]=2)[CH2:31][CH2:30][NH2+:29][CH2:28][CH2:27]1)#[N:25].C(O[BH-](OC(=O)C)OC(=O)C)(=O)C.[Na+].C(N(CC)CC)C. Product: [C:24]([C:26]1([C:32]2[CH:37]=[CH:36][N:35]=[CH:34][CH:33]=2)[CH2:31][CH2:30][N:29]([CH2:1][C:3]2[C:12]3[C:7](=[CH:8][CH:9]=[CH:10][CH:11]=3)[N:6]=[C:5]([C:13]([NH:15][C@H:16]3[CH2:21][CH2:20][CH2:19][CH2:18][C@@H:17]3[OH:22])=[O:14])[CH:4]=2)[CH2:28][CH2:27]1)#[N:25]. The catalyst class is: 68. (6) Reactant: [CH3:1][C:2]1[N:7]=[C:6]([N:8]2[CH2:13][CH2:12][CH2:11][CH2:10][CH2:9]2)[C:5]([C:14]([NH:16][C:17]2[CH:22]=[CH:21][C:20]([N:23]([CH2:31][CH2:32][C:33]3[CH:38]=[CH:37][CH:36]=[CH:35][N:34]=3)C(=O)OC(C)(C)C)=[CH:19][CH:18]=2)=[O:15])=[CH:4][CH:3]=1.FC(F)(F)C(O)=O. Product: [CH3:1][C:2]1[CH:3]=[CH:4][C:5]([C:14]([NH:16][C:17]2[CH:18]=[CH:19][C:20]([NH:23][CH2:31][CH2:32][C:33]3[CH:38]=[CH:37][CH:36]=[CH:35][N:34]=3)=[CH:21][CH:22]=2)=[O:15])=[C:6]([N:8]2[CH2:13][CH2:12][CH2:11][CH2:10][CH2:9]2)[N:7]=1. The catalyst class is: 4. (7) Reactant: [CH3:1][O:2][C:3]1[S:7][C:6]([NH2:8])=[N:5][N:4]=1.[O:9]1[C:13]2[CH:14]=[CH:15][CH:16]=[CH:17][C:12]=2[CH:11]=[C:10]1[C:18](=[O:21])[CH2:19]Br. Product: [O:9]1[C:13]2[CH:14]=[CH:15][CH:16]=[CH:17][C:12]=2[CH:11]=[C:10]1[C:18](=[O:21])[CH2:19][N:5]1[N:4]=[C:3]([O:2][CH3:1])[S:7][C:6]1=[NH:8]. The catalyst class is: 14.